From a dataset of Forward reaction prediction with 1.9M reactions from USPTO patents (1976-2016). Predict the product of the given reaction. (1) Given the reactants [CH:1]1([C:4]2[CH:9]=[C:8]([OH:10])[N:7]=[C:6]([C:11]3[S:15][C:14]([S:16](Cl)(=[O:18])=[O:17])=[CH:13][CH:12]=3)[N:5]=2)[CH2:3][CH2:2]1.[C:20]([NH2:24])([CH3:23])([CH3:22])[CH3:21], predict the reaction product. The product is: [C:20]([NH:24][S:16]([C:14]1[S:15][C:11]([C:6]2[N:5]=[C:4]([CH:1]3[CH2:3][CH2:2]3)[CH:9]=[C:8]([OH:10])[N:7]=2)=[CH:12][CH:13]=1)(=[O:18])=[O:17])([CH3:23])([CH3:22])[CH3:21]. (2) The product is: [Cl:1][C:2]1[C:6]([CH3:7])=[C:5]([NH:8][C:9](=[O:23])[C:10]2[CH:15]=[C:14]([N:16]3[CH2:17][CH2:18][O:19][CH2:20][CH2:21]3)[CH:13]=[C:12]([F:22])[CH:11]=2)[S:4][C:3]=1[C:24]([NH:32][C:31]1[CH:33]=[CH:34][C:28]([F:27])=[CH:29][CH:30]=1)=[O:26]. Given the reactants [Cl:1][C:2]1[C:6]([CH3:7])=[C:5]([NH:8][C:9](=[O:23])[C:10]2[CH:15]=[C:14]([N:16]3[CH2:21][CH2:20][O:19][CH2:18][CH2:17]3)[CH:13]=[C:12]([F:22])[CH:11]=2)[S:4][C:3]=1[C:24]([OH:26])=O.[F:27][C:28]1[CH:34]=[CH:33][C:31]([NH2:32])=[CH:30][CH:29]=1, predict the reaction product.